From a dataset of Reaction yield outcomes from USPTO patents with 853,638 reactions. Predict the reaction yield, written as a fraction of the theoretical maximum amount of product (1.0 means a 100% yield; for example, 0.34 means a 34% yield). (1) The catalyst is CO. The reactants are [Cl:1][C:2]1[CH:3]=[C:4]2[C:12](=[CH:13][CH:14]=1)[NH:11][C:10]1[C:9](=O)[CH2:8][CH2:7][CH2:6][C:5]2=1.C([O-])(=O)C.[NH4+].C([BH3-])#[N:22].[Na+].Cl. The yield is 0.520. The product is [Cl:1][C:2]1[CH:3]=[C:4]2[C:12](=[CH:13][CH:14]=1)[NH:11][C:10]1[CH:9]([NH2:22])[CH2:8][CH2:7][CH2:6][C:5]2=1. (2) The reactants are [Cl-].[Al+3].[Cl-].[Cl-].[CH3:5][C:6]1[CH:11]2[C:12]([CH3:14])([CH3:13])[CH:9]([CH2:10]2)[CH2:8][CH:7]=1.C=CC1C=CC=CC=1. No catalyst specified. The product is [CH3:5][C:6]1[CH2:11][CH2:10][C@@H:9]([C:12]([CH3:14])=[CH2:13])[CH2:8][CH:7]=1. The yield is 0.581. (3) The reactants are [CH3:1][C:2]1[NH:3][CH:4]=[CH:5][N:6]=1.Cl.Cl[CH2:9][CH2:10][NH2:11]. No catalyst specified. The product is [CH3:1][C:2]1[N:3]([CH2:9][CH2:10][NH2:11])[CH:4]=[CH:5][N:6]=1. The yield is 0.470. (4) The reactants are Cl[C:2]1[C:11]2[C:6](=[CH:7][CH:8]=[C:9]([Cl:12])[CH:10]=2)[CH:5]=[C:4]([C:13]#[N:14])[N:3]=1.[NH2:15][C@H:16]1[CH2:20][CH2:19][N:18]([C:21]([O:23][C:24]([CH3:27])([CH3:26])[CH3:25])=[O:22])[CH2:17]1.CCN(CC)CC. The catalyst is CN1C(=O)CCC1. The product is [Cl:12][C:9]1[CH:10]=[C:11]2[C:6]([CH:5]=[C:4]([C:13]#[N:14])[N:3]=[C:2]2[NH:15][C@H:16]2[CH2:20][CH2:19][N:18]([C:21]([O:23][C:24]([CH3:27])([CH3:26])[CH3:25])=[O:22])[CH2:17]2)=[CH:7][CH:8]=1. The yield is 0.790.